Dataset: Full USPTO retrosynthesis dataset with 1.9M reactions from patents (1976-2016). Task: Predict the reactants needed to synthesize the given product. (1) Given the product [CH3:1][O:2][C:3]([C:5]1[CH:10]([C:11]2[CH:12]=[CH:13][C:14]([C:17]#[N:18])=[CH:15][CH:16]=2)[N:9]2[C:19](=[O:39])[N:20]([CH2:22][CH2:23][CH2:24][S:25]([CH2:28][CH2:29][CH2:30][OH:31])(=[O:26])=[O:27])[N:21]=[C:8]2[N:7]([C:40]2[CH:45]=[CH:44][CH:43]=[C:42]([C:46]([F:48])([F:47])[F:49])[CH:41]=2)[C:6]=1[CH3:50])=[O:4], predict the reactants needed to synthesize it. The reactants are: [CH3:1][O:2][C:3]([C:5]1[CH:10]([C:11]2[CH:16]=[CH:15][C:14]([C:17]#[N:18])=[CH:13][CH:12]=2)[N:9]2[C:19](=[O:39])[N:20]([CH2:22][CH2:23][CH2:24][S:25]([CH2:28][CH2:29][CH2:30][O:31][Si](C(C)(C)C)(C)C)(=[O:27])=[O:26])[N:21]=[C:8]2[N:7]([C:40]2[CH:45]=[CH:44][CH:43]=[C:42]([C:46]([F:49])([F:48])[F:47])[CH:41]=2)[C:6]=1[CH3:50])=[O:4].CCCC[N+](CCCC)(CCCC)CCCC.[F-]. (2) Given the product [Cl:1][C:2]1[CH:10]=[C:9]([F:11])[C:8]([F:12])=[CH:7][C:3]=1[CH2:4][OH:5], predict the reactants needed to synthesize it. The reactants are: [Cl:1][C:2]1[CH:10]=[C:9]([F:11])[C:8]([F:12])=[CH:7][C:3]=1[C:4](O)=[O:5].[H-].[Al+3].[Li+].[H-].[H-].[H-].[Cl-].[NH4+]. (3) The reactants are: [C@@H:1]12[CH2:6][C@@H:5]1[CH2:4][NH:3][C@@H:2]2[CH2:7][NH:8][C:9]([C:11]1[CH:12]=[CH:13][CH:14]=[C:15]2[O:19][CH:18]=[CH:17][C:16]=12)=[O:10].[C:20]1([C:26]2[C:27]([C:31](O)=[O:32])=[N:28][NH:29][N:30]=2)[CH:25]=[CH:24][CH:23]=[CH:22][CH:21]=1. Given the product [C:20]1([C:26]2[C:27]([C:31]([N:3]3[CH2:4][C@@H:5]4[C@@H:1]([CH2:6]4)[C@H:2]3[CH2:7][NH:8][C:9]([C:11]3[CH:12]=[CH:13][CH:14]=[C:15]4[O:19][CH:18]=[CH:17][C:16]=34)=[O:10])=[O:32])=[N:28][NH:29][N:30]=2)[CH:21]=[CH:22][CH:23]=[CH:24][CH:25]=1, predict the reactants needed to synthesize it. (4) Given the product [CH2:5]([O:4][C:1](=[C:14]([C:13]#[N:17])[C:15]#[N:16])[CH2:2][CH3:3])[CH3:6], predict the reactants needed to synthesize it. The reactants are: [C:1](OCC)(OCC)([O:4][CH2:5][CH3:6])[CH2:2][CH3:3].[C:13](#[N:17])[CH2:14][C:15]#[N:16]. (5) Given the product [CH2:8]([NH:12][C:13]1[N:21]=[C:20]2[C:16]([N:17]=[C:18]([O:22][CH3:23])[N:19]2[CH2:36][CH2:37][CH2:38][CH:39]2[CH2:44][CH2:43][CH2:42][O:41][CH2:40]2)=[C:15]([NH2:24])[N:14]=1)[CH2:9][CH2:10][CH3:11], predict the reactants needed to synthesize it. The reactants are: FC(F)(F)C(O)=O.[CH2:8]([NH:12][C:13]1[N:21]=[C:20]2[C:16]([N:17]=[C:18]([O:22][CH3:23])[NH:19]2)=[C:15]([NH2:24])[N:14]=1)[CH2:9][CH2:10][CH3:11].C(=O)([O-])[O-].[K+].[K+].CS(O[CH2:36][CH2:37][CH2:38][CH:39]1[CH2:44][CH2:43][CH2:42][O:41][CH2:40]1)(=O)=O. (6) Given the product [NH2:7][CH2:8][C:9]1[CH:10]=[C:11]2[C:15]([CH2:14][NH:13][C:12]2=[O:18])=[CH:16][CH:17]=1, predict the reactants needed to synthesize it. The reactants are: C(OC(=O)[NH:7][CH2:8][C:9]1[CH:10]=[C:11]2[C:15](=[CH:16][CH:17]=1)[CH2:14][NH:13][C:12]2=[O:18])CCC. (7) Given the product [F:1][C:2]1[CH:7]=[C:6]([F:8])[CH:5]=[CH:4][C:3]=1[C:9]([C:11]1[CH:16]=[CH:15][CH:14]=[C:13]([O:17][CH3:18])[CH:12]=1)=[O:10], predict the reactants needed to synthesize it. The reactants are: [F:1][C:2]1[CH:7]=[C:6]([F:8])[CH:5]=[CH:4][C:3]=1[CH:9]([C:11]1[CH:16]=[CH:15][CH:14]=[C:13]([O:17][CH3:18])[CH:12]=1)[OH:10].C1(C)C=CC=CC=1.C(OCC)(=O)C.